From a dataset of NCI-60 drug combinations with 297,098 pairs across 59 cell lines. Regression. Given two drug SMILES strings and cell line genomic features, predict the synergy score measuring deviation from expected non-interaction effect. Drug 1: C1=NC2=C(N1)C(=S)N=CN2. Drug 2: CC1C(C(CC(O1)OC2CC(CC3=C2C(=C4C(=C3O)C(=O)C5=CC=CC=C5C4=O)O)(C(=O)C)O)N)O. Cell line: OVCAR-4. Synergy scores: CSS=20.7, Synergy_ZIP=-9.04, Synergy_Bliss=-6.88, Synergy_Loewe=-2.40, Synergy_HSA=-2.24.